This data is from NCI-60 drug combinations with 297,098 pairs across 59 cell lines. The task is: Regression. Given two drug SMILES strings and cell line genomic features, predict the synergy score measuring deviation from expected non-interaction effect. (1) Drug 1: C1=NC(=NC(=O)N1C2C(C(C(O2)CO)O)O)N. Drug 2: CCN(CC)CCCC(C)NC1=C2C=C(C=CC2=NC3=C1C=CC(=C3)Cl)OC. Cell line: MDA-MB-435. Synergy scores: CSS=26.8, Synergy_ZIP=-3.71, Synergy_Bliss=0.497, Synergy_Loewe=1.40, Synergy_HSA=2.34. (2) Drug 1: C1=NC2=C(N1)C(=S)N=C(N2)N. Drug 2: C(=O)(N)NO. Cell line: HL-60(TB). Synergy scores: CSS=60.4, Synergy_ZIP=-9.04, Synergy_Bliss=-8.32, Synergy_Loewe=-26.2, Synergy_HSA=-6.13. (3) Drug 1: CCC(=C(C1=CC=CC=C1)C2=CC=C(C=C2)OCCN(C)C)C3=CC=CC=C3.C(C(=O)O)C(CC(=O)O)(C(=O)O)O. Drug 2: CCC1(C2=C(COC1=O)C(=O)N3CC4=CC5=C(C=CC(=C5CN(C)C)O)N=C4C3=C2)O.Cl. Cell line: HS 578T. Synergy scores: CSS=14.0, Synergy_ZIP=-0.908, Synergy_Bliss=2.99, Synergy_Loewe=-2.71, Synergy_HSA=2.71. (4) Drug 1: CCC1(CC2CC(C3=C(CCN(C2)C1)C4=CC=CC=C4N3)(C5=C(C=C6C(=C5)C78CCN9C7C(C=CC9)(C(C(C8N6C=O)(C(=O)OC)O)OC(=O)C)CC)OC)C(=O)OC)O.OS(=O)(=O)O. Drug 2: C1=NC2=C(N1)C(=S)N=CN2. Cell line: SF-295. Synergy scores: CSS=47.4, Synergy_ZIP=4.28, Synergy_Bliss=4.10, Synergy_Loewe=2.42, Synergy_HSA=2.19. (5) Drug 1: CC1=CC=C(C=C1)C2=CC(=NN2C3=CC=C(C=C3)S(=O)(=O)N)C(F)(F)F. Drug 2: CCN(CC)CCNC(=O)C1=C(NC(=C1C)C=C2C3=C(C=CC(=C3)F)NC2=O)C. Cell line: MCF7. Synergy scores: CSS=3.20, Synergy_ZIP=0.0130, Synergy_Bliss=1.52, Synergy_Loewe=0.774, Synergy_HSA=0.840. (6) Drug 1: COC1=C(C=C2C(=C1)N=CN=C2NC3=CC(=C(C=C3)F)Cl)OCCCN4CCOCC4. Drug 2: B(C(CC(C)C)NC(=O)C(CC1=CC=CC=C1)NC(=O)C2=NC=CN=C2)(O)O. Synergy scores: CSS=19.8, Synergy_ZIP=-3.79, Synergy_Bliss=-2.65, Synergy_Loewe=-0.144, Synergy_HSA=-0.440. Cell line: SK-MEL-2. (7) Synergy scores: CSS=78.8, Synergy_ZIP=-0.0512, Synergy_Bliss=-0.169, Synergy_Loewe=3.58, Synergy_HSA=5.55. Drug 1: COC1=C(C=C2C(=C1)N=CN=C2NC3=CC(=C(C=C3)F)Cl)OCCCN4CCOCC4. Drug 2: C1=C(C(=O)NC(=O)N1)N(CCCl)CCCl. Cell line: ACHN.